Dataset: Reaction yield outcomes from USPTO patents with 853,638 reactions. Task: Predict the reaction yield, written as a fraction of the theoretical maximum amount of product (1.0 means a 100% yield; for example, 0.34 means a 34% yield). (1) The reactants are ClC1C2SC(C)=CC=2N=C([C:8](OCC)=[O:9])N=1.[F:17][C:18]1[CH:23]=[CH:22][C:21]([Mg]Br)=[CH:20][CH:19]=1.C1COCC1. The catalyst is C1COCC1. The product is [F:17][C:18]1[CH:23]=[CH:22][C:21]([CH:8]=[O:9])=[CH:20][CH:19]=1. The yield is 0.890. (2) The reactants are C(=O)([O-])[O-].[Cs+].[Cs+].Br[C:8]1[CH:9]=[C:10]2[C:15](=[CH:16][CH:17]=1)[N:14]=[C:13]([CH3:18])[C:12]([S:19]([CH3:22])(=[O:21])=[O:20])=[C:11]2[C:23]1[CH:28]=[CH:27][CH:26]=[CH:25][CH:24]=1.[NH:29]1[CH2:34][CH2:33][O:32][CH2:31][CH2:30]1. The catalyst is C(O)(C)(C)C.CCCCCCC.C1(P(C2CCCCC2)C2C=CC=CC=2C2C(C(C)C)=CC(C(C)C)=CC=2C(C)C)CCCCC1. The product is [CH3:22][S:19]([C:12]1[C:13]([CH3:18])=[N:14][C:15]2[C:10]([C:11]=1[C:23]1[CH:28]=[CH:27][CH:26]=[CH:25][CH:24]=1)=[CH:9][C:8]([N:29]1[CH2:34][CH2:33][O:32][CH2:31][CH2:30]1)=[CH:17][CH:16]=2)(=[O:21])=[O:20]. The yield is 0.780. (3) The reactants are [N:1]1[CH:6]=[CH:5][C:4]2[C:7](O[C:10](=[O:11])[C:3]=2[CH:2]=1)=[O:8].O.[NH2:13][NH2:14]. The catalyst is C(O)(=O)C. The product is [C:7]1([OH:8])[N:14]=[N:13][C:10]([OH:11])=[C:3]2[CH:2]=[N:1][CH:6]=[CH:5][C:4]=12. The yield is 0.795. (4) The reactants are [F:1][C:2]1[CH:3]=[N:4][CH:5]=[CH:6][C:7]=1[C:8]1[N:9]=[C:10]([NH2:21])[C:11]([NH2:20])=[N:12][C:13]=1[C:14]1[CH:15]=[N:16][CH:17]=[CH:18][CH:19]=1.[F:22][C:23]1[CH:31]=[CH:30][C:26]([C:27](Cl)=O)=[CH:25][CH:24]=1.O. The catalyst is N1C=CC=CC=1. The product is [F:22][C:23]1[CH:31]=[CH:30][C:26]([C:27]2[NH:20][C:11]3=[N:12][C:13]([C:14]4[CH:15]=[N:16][CH:17]=[CH:18][CH:19]=4)=[C:8]([C:7]4[CH:6]=[CH:5][N:4]=[CH:3][C:2]=4[F:1])[N:9]=[C:10]3[N:21]=2)=[CH:25][CH:24]=1. The yield is 0.330. (5) The reactants are [OH:1][C:2]1[CH:12]=[CH:11][CH:10]=[C:4]2[C:5]([O:7][C:8](=[O:9])[C:3]=12)=O.[CH3:13][O:14][C:15]1[CH:22]=[C:21]([O:23][CH3:24])[CH:20]=[CH:19][C:16]=1[CH2:17][NH2:18].C(O)(=O)C. The catalyst is O. The product is [OH:1][C:2]1[CH:12]=[CH:11][CH:10]=[C:4]2[C:3]=1[C:8](=[O:9])[N:18]([CH2:17][C:16]1[CH:19]=[CH:20][C:21]([O:23][CH3:24])=[CH:22][C:15]=1[O:14][CH3:13])[C:5]2=[O:7]. The yield is 0.730. (6) The reactants are [Cl:1][C:2]1[C:11]([C:12]([OH:14])=O)=[CH:10][C:9]2[C:4](=[CH:5][CH:6]=[CH:7][CH:8]=2)[N:3]=1.C1N=CN([C:20](N2C=NC=C2)=[O:21])C=1.[H-].[Na+].C[O:30][C:31]1[C:36]([S:37]([NH2:40])(=[O:39])=[O:38])=[CH:35][CH:34]=[CH:33][N:32]=1.Cl. The catalyst is CN(C=O)C.CCOC(C)=O.O1CCOCC1. The product is [Cl:1][C:2]1[C:11]([C:12]([NH:40][S:37]([C:36]2[C:31](=[O:30])[NH:32][CH:33]=[CH:34][CH:35]=2)(=[O:39])=[O:38])=[O:14])=[CH:10][C:9]2[C:4](=[CH:5][CH:6]=[C:7]([O:21][CH3:20])[CH:8]=2)[N:3]=1. The yield is 0.790. (7) The reactants are [Cl:1][C:2]1[CH:7]=[CH:6][C:5]([C:8]2[NH:12][C:11]3[CH:13]=[C:14]([C:16]([O:18][CH3:19])=[O:17])[S:15][C:10]=3[C:9]=2[C:20]2[CH2:25][CH2:24][CH2:23][CH2:22][CH:21]=2)=[CH:4][CH:3]=1.C([SiH](CC)CC)C. The catalyst is C(O)(C(F)(F)F)=O. The product is [Cl:1][C:2]1[CH:3]=[CH:4][C:5]([C:8]2[NH:12][C:11]3[CH:13]=[C:14]([C:16]([O:18][CH3:19])=[O:17])[S:15][C:10]=3[C:9]=2[CH:20]2[CH2:25][CH2:24][CH2:23][CH2:22][CH2:21]2)=[CH:6][CH:7]=1. The yield is 0.990. (8) The reactants are [CH3:1][O:2][C:3]1[C:12]([NH:13][C:14](=[O:18])OCC)=[N:11][C:10]2[C:5](=[CH:6][CH:7]=[C:8]([O:19][CH3:20])[CH:9]=2)[N:4]=1.[F:21][C:22]1[CH:27]=[CH:26][CH:25]=[CH:24][C:23]=1[N:28]1[CH2:33][CH2:32][NH:31][CH2:30][CH2:29]1. No catalyst specified. The product is [CH3:1][O:2][C:3]1[C:12]([NH:13][C:14]([N:31]2[CH2:30][CH2:29][N:28]([C:23]3[CH:24]=[CH:25][CH:26]=[CH:27][C:22]=3[F:21])[CH2:33][CH2:32]2)=[O:18])=[N:11][C:10]2[C:5](=[CH:6][CH:7]=[C:8]([O:19][CH3:20])[CH:9]=2)[N:4]=1. The yield is 0.720.